From a dataset of Forward reaction prediction with 1.9M reactions from USPTO patents (1976-2016). Predict the product of the given reaction. (1) Given the reactants [CH3:1][O:2][C:3]1[CH:12]=[CH:11][C:10]2[C:5](=[CH:6][CH:7]=[C:8]([C:13]3[CH:18]=[CH:17][CH:16]=[C:15]([O:19][CH3:20])[CH:14]=3)[CH:9]=2)[C:4]=1[C:21](O)=[O:22].[NH2:24][C:25]1[CH:30]=[CH:29][CH:28]=[CH:27][CH:26]=1, predict the reaction product. The product is: [CH3:1][O:2][C:3]1[CH:12]=[CH:11][C:10]2[C:5](=[CH:6][CH:7]=[C:8]([C:13]3[CH:18]=[CH:17][CH:16]=[C:15]([O:19][CH3:20])[CH:14]=3)[CH:9]=2)[C:4]=1[C:21]([NH:24][C:25]1[CH:30]=[CH:29][CH:28]=[CH:27][CH:26]=1)=[O:22]. (2) Given the reactants [F:1][C:2]1[CH:7]=[C:6]([O:8][CH3:9])[N:5]=[CH:4][C:3]=1[CH2:10][OH:11], predict the reaction product. The product is: [F:1][C:2]1[C:3]([CH:10]=[O:11])=[CH:4][N:5]=[C:6]([O:8][CH3:9])[CH:7]=1. (3) Given the reactants [CH3:1][N:2]1[C:6]([C:7]2[CH:14]=[CH:13][C:10]([CH:11]=O)=[CH:9][CH:8]=2)=[CH:5][CH:4]=[N:3]1.N1(C2C=C[C:23]([CH:24]=[O:25])=CC=2)C=CC=N1, predict the reaction product. The product is: [CH3:1][N:2]1[C:6]([C:7]2[CH:14]=[CH:13][C:10](/[CH:11]=[CH:23]/[CH:24]=[O:25])=[CH:9][CH:8]=2)=[CH:5][CH:4]=[N:3]1. (4) The product is: [NH2:14][CH2:13][CH2:12][C:5]1[N:6]=[CH:7][C:8]2[C:3]([CH:4]=1)=[C:2]([NH:1][C:30]([NH:29][CH2:28][C:27]1[CH:26]=[CH:25][C:24]([C:23]([F:22])([F:35])[F:34])=[CH:33][CH:32]=1)=[O:31])[CH:11]=[CH:10][CH:9]=2. Given the reactants [NH2:1][C:2]1[CH:11]=[CH:10][CH:9]=[C:8]2[C:3]=1[CH:4]=[C:5]([CH2:12][CH2:13][NH:14]C(=O)OC(C)(C)C)[N:6]=[CH:7]2.[F:22][C:23]([F:35])([F:34])[C:24]1[CH:33]=[CH:32][C:27]([CH2:28][N:29]=[C:30]=[O:31])=[CH:26][CH:25]=1, predict the reaction product. (5) Given the reactants [I:1][C:2]1[CH:7]=[CH:6][N:5]=[C:4]([N:8]2[C:16]3[CH2:15][CH2:14][CH2:13][CH2:12][C:11]=3[C:10]([C:17]([OH:19])=O)=[N:9]2)[CH:3]=1.[Cl-].[NH4+].C([N:25](CC)C(C)C)(C)C.CN(C(ON1N=NC2C=CC=NC1=2)=[N+](C)C)C.F[P-](F)(F)(F)(F)F.C(=O)(O)[O-].[Na+], predict the reaction product. The product is: [I:1][C:2]1[CH:7]=[CH:6][N:5]=[C:4]([N:8]2[C:16]3[CH2:15][CH2:14][CH2:13][CH2:12][C:11]=3[C:10]([C:17]([NH2:25])=[O:19])=[N:9]2)[CH:3]=1. (6) Given the reactants [Br:1][C:2]1[CH:3]=[C:4]([CH:29]=[CH:30][CH:31]=1)[C:5]([NH:7][CH:8]([C:10]1[N:15]=[N:14][C:13]([NH:16][C:17]2[CH:22]=[C:21]([O:23][CH3:24])[C:20]([O:25][CH3:26])=[C:19]([O:27][CH3:28])[CH:18]=2)=[N:12][CH:11]=1)[CH3:9])=O.N1C=NC=N1.P(Cl)(Cl)(Cl)=O, predict the reaction product. The product is: [Br:1][C:2]1[CH:3]=[C:4]([C:5]2[N:15]3[C:10]([CH:11]=[N:12][C:13]([NH:16][C:17]4[CH:22]=[C:21]([O:23][CH3:24])[C:20]([O:25][CH3:26])=[C:19]([O:27][CH3:28])[CH:18]=4)=[N:14]3)=[C:8]([CH3:9])[N:7]=2)[CH:29]=[CH:30][CH:31]=1. (7) The product is: [CH3:1][N:2]1[C:6]([C:7]([F:10])([F:9])[F:8])=[CH:5][C:4]([C:11]2[S:15][C:14]([C:16]([NH:22][C:23]3[S:24][CH:25]=[CH:26][N:27]=3)=[O:17])=[CH:13][CH:12]=2)=[N:3]1. Given the reactants [CH3:1][N:2]1[C:6]([C:7]([F:10])([F:9])[F:8])=[CH:5][C:4]([C:11]2[S:15][C:14]([C:16](Cl)=[O:17])=[CH:13][CH:12]=2)=[N:3]1.ClCCl.[NH2:22][C:23]1[S:24][CH:25]=[CH:26][N:27]=1.C(=O)(O)[O-].[Na+], predict the reaction product. (8) Given the reactants [Cl:1][C:2]1[N:10]=[C:9]2[C:5]([N:6]=[C:7]([CH2:13][N:14]3[CH2:19][CH2:18][CH:17]([N:20]4[CH2:23][C:22](F)([F:24])[CH2:21]4)[CH2:16][CH2:15]3)[N:8]2[CH2:11][CH3:12])=[C:4]([N:26]2[CH2:31][CH2:30][O:29][CH2:28][CH2:27]2)[N:3]=1.FC1CN(C2CCNCC2)C1, predict the reaction product. The product is: [Cl:1][C:2]1[N:10]=[C:9]2[C:5]([N:6]=[C:7]([CH2:13][N:14]3[CH2:15][CH2:16][CH:17]([N:20]4[CH2:23][CH:22]([F:24])[CH2:21]4)[CH2:18][CH2:19]3)[N:8]2[CH2:11][CH3:12])=[C:4]([N:26]2[CH2:27][CH2:28][O:29][CH2:30][CH2:31]2)[N:3]=1. (9) Given the reactants [C:1]1([N:7]2[C:15]([NH2:16])=[C:14]3[C:9]([CH:10]=[CH:11][CH:12]=[CH:13]3)=[N:8]2)[CH:6]=[CH:5][CH:4]=[CH:3][CH:2]=1.[CH:17](=O)[C:18]1[CH:23]=[CH:22][CH:21]=[CH:20][CH:19]=1.C(O)(=O)C.C(O[BH-](OC(=O)C)OC(=O)C)(=O)C.[Na+], predict the reaction product. The product is: [C:1]1([N:7]2[C:15]([N:16]=[CH:17][C:18]3[CH:23]=[CH:22][CH:21]=[CH:20][CH:19]=3)=[C:14]3[C:9]([CH:10]=[CH:11][CH:12]=[CH:13]3)=[N:8]2)[CH:2]=[CH:3][CH:4]=[CH:5][CH:6]=1. (10) Given the reactants [CH2:1]([C:8]1[C:9]([NH2:22])=[N:10][CH:11]=[C:12]([C:14]2[CH:19]=[CH:18][C:17]([O:20][CH3:21])=[CH:16][CH:15]=2)[N:13]=1)[C:2]1[CH:7]=[CH:6][CH:5]=[CH:4][CH:3]=1.[C:23](Cl)(=[O:32])[C:24]1[CH:29]=[CH:28][CH:27]=[C:26]([O:30][CH3:31])[CH:25]=1.O.[K+].[Br-], predict the reaction product. The product is: [CH2:1]([C:8]1[C:9]([NH:22][C:23](=[O:32])[C:24]2[CH:29]=[CH:28][CH:27]=[C:26]([O:30][CH3:31])[CH:25]=2)=[N:10][CH:11]=[C:12]([C:14]2[CH:19]=[CH:18][C:17]([O:20][CH3:21])=[CH:16][CH:15]=2)[N:13]=1)[C:2]1[CH:7]=[CH:6][CH:5]=[CH:4][CH:3]=1.